This data is from Catalyst prediction with 721,799 reactions and 888 catalyst types from USPTO. The task is: Predict which catalyst facilitates the given reaction. Reactant: [CH2:1]([O:3][C:4]([C:6]1[C:19](=[O:20])[N:18]([CH:21]2[CH2:25][CH2:24][CH2:23][CH2:22]2)[C:9]2[N:10]=[C:11](S(C)=O)[N:12]=[C:13]([CH3:14])[C:8]=2[CH:7]=1)=[O:5])[CH3:2].CN.C[CH2:29][N:30](CC)CC.CN(C=O)C. Product: [CH2:1]([O:3][C:4]([C:6]1[C:19](=[O:20])[N:18]([CH:21]2[CH2:25][CH2:24][CH2:23][CH2:22]2)[C:9]2[N:10]=[C:11]([NH:30][CH3:29])[N:12]=[C:13]([CH3:14])[C:8]=2[CH:7]=1)=[O:5])[CH3:2]. The catalyst class is: 10.